This data is from Catalyst prediction with 721,799 reactions and 888 catalyst types from USPTO. The task is: Predict which catalyst facilitates the given reaction. (1) Reactant: [Br:1][C:2]1[CH:25]=[N:24][C:5]2=[N:6][C:7]([NH:11][CH2:12][CH:13]3[CH2:16][N:15]([C:17]([O:19][C:20]([CH3:23])([CH3:22])[CH3:21])=[O:18])[CH2:14]3)=[C:8](Cl)[N:9]=[C:4]2[CH:3]=1.O.[NH2:27][NH2:28].CCOCC. Product: [Br:1][C:2]1[CH:25]=[N:24][C:5]2=[N:6][C:7]([NH:11][CH2:12][CH:13]3[CH2:16][N:15]([C:17]([O:19][C:20]([CH3:23])([CH3:22])[CH3:21])=[O:18])[CH2:14]3)=[C:8]([NH:27][NH2:28])[N:9]=[C:4]2[CH:3]=1. The catalyst class is: 14. (2) Reactant: [F:1][C:2]1[C:3]([O:13]C)=[CH:4][CH:5]=[C:6]2[C:11]=1[N:10]=[C:9]([CH3:12])[CH:8]=[CH:7]2.B(Br)(Br)Br.[OH-].[Na+]. Product: [F:1][C:2]1[C:3]([OH:13])=[CH:4][CH:5]=[C:6]2[C:11]=1[N:10]=[C:9]([CH3:12])[CH:8]=[CH:7]2. The catalyst class is: 4. (3) Reactant: [NH2:1][C:2]1[CH:6]=[CH:5][S:4][C:3]=1[C:7]([O:9][CH3:10])=[O:8].[Cl:11][C:12]1[CH:17]=[CH:16][CH:15]=[CH:14][C:13]=1[S:18](Cl)(=[O:20])=[O:19].N1C=CC=CC=1. Product: [Cl:11][C:12]1[CH:17]=[CH:16][CH:15]=[CH:14][C:13]=1[S:18]([NH:1][C:2]1[CH:6]=[CH:5][S:4][C:3]=1[C:7]([O:9][CH3:10])=[O:8])(=[O:20])=[O:19]. The catalyst class is: 4.